This data is from Forward reaction prediction with 1.9M reactions from USPTO patents (1976-2016). The task is: Predict the product of the given reaction. Given the reactants [CH:1](=O)[CH2:2][CH3:3].C(O)(=O)C.C(O[BH-](OC(=O)C)OC(=O)C)(=O)C.[Na+].[CH2:23]([NH:29][C:30]1[CH:35]=[CH:34][C:33]([C:36]2[CH:41]=[CH:40][C:39]([NH:42][C:43]([C:45]3[CH:50]=[C:49]([N+:51]([O-:53])=[O:52])[CH:48]=[CH:47][C:46]=3[Cl:54])=[O:44])=[CH:38][CH:37]=2)=[CH:32][CH:31]=1)[CH2:24][CH2:25][CH2:26][CH2:27][CH3:28].C(=O)(O)[O-].[Na+], predict the reaction product. The product is: [CH2:23]([N:29]([C:30]1[CH:31]=[CH:32][C:33]([C:36]2[CH:41]=[CH:40][C:39]([NH:42][C:43]([C:45]3[CH:50]=[C:49]([N+:51]([O-:53])=[O:52])[CH:48]=[CH:47][C:46]=3[Cl:54])=[O:44])=[CH:38][CH:37]=2)=[CH:34][CH:35]=1)[CH2:1][CH2:2][CH3:3])[CH2:24][CH2:25][CH2:26][CH2:27][CH3:28].